Dataset: Catalyst prediction with 721,799 reactions and 888 catalyst types from USPTO. Task: Predict which catalyst facilitates the given reaction. (1) Reactant: [F:1][C:2]([F:38])([F:37])[C:3]1[CH:8]=[CH:7][C:6]([NH:9][C:10]2[C:19]3[C:14](=[N:15][C:16]([C:20]4[C:25]([C:26]([F:29])([F:28])[F:27])=[CH:24][CH:23]=[CH:22][N:21]=4)=[CH:17][CH:18]=3)[N:13]=[C:12]([CH2:30][O:31][CH3:32])[C:11]=2[C:33]([O:35]C)=[O:34])=[CH:5][CH:4]=1.O[Li].O.C1COCC1.O. Product: [F:38][C:2]([F:1])([F:37])[C:3]1[CH:8]=[CH:7][C:6]([NH:9][C:10]2[C:19]3[C:14](=[N:15][C:16]([C:20]4[C:25]([C:26]([F:28])([F:29])[F:27])=[CH:24][CH:23]=[CH:22][N:21]=4)=[CH:17][CH:18]=3)[N:13]=[C:12]([CH2:30][O:31][CH3:32])[C:11]=2[C:33]([OH:35])=[O:34])=[CH:5][CH:4]=1. The catalyst class is: 15. (2) The catalyst class is: 1. Product: [F:3][C:4]1[CH:11]=[CH:10][CH:9]=[C:6]([CH:7]([OH:8])[CH3:1])[C:5]=1[OH:12]. Reactant: [CH3:1][Li].[F:3][C:4]1[CH:11]=[CH:10][CH:9]=[C:6]([CH:7]=[O:8])[C:5]=1[OH:12]. (3) Reactant: [CH2:1]([O:8][C:9](=[O:35])[CH2:10][C@@H:11]([N:24]1[CH:28]=[CH:27][C:26]([C:29]2[CH:34]=[CH:33]N=[CH:31][CH:30]=2)=[CH:25]1)[C:12](N[C@H](C(=O)NC)C(C)(C)C)=[O:13])[C:2]1[CH:7]=[CH:6][CH:5]=[CH:4][CH:3]=1.COC1C(C2C=C[C:46]([C:49]3[CH:54]=[CH:53][N:52]=[CH:51][CH:50]=3)=CC=2)CC(OC)O1.N1C=CC=CC=1.FC(F)(F)C(O)=[O:66].[Cl:70][Si](C)(C)C. Product: [ClH:70].[CH2:1]([O:8][C:9](=[O:35])[CH2:10][C@@H:11]([N:24]1[CH:28]=[CH:27][C:26]([C:29]2[CH:34]=[CH:33][C:46]([C:49]3[CH:54]=[CH:53][N:52]=[CH:51][CH:50]=3)=[CH:31][CH:30]=2)=[CH:25]1)[C:12]([OH:66])=[O:13])[C:2]1[CH:7]=[CH:6][CH:5]=[CH:4][CH:3]=1. The catalyst class is: 26. (4) Reactant: OCC(CO)O.C([O:14][CH2:15][CH:16]([CH2:19][O:20][Si:21]([C:24]([CH3:27])([CH3:26])[CH3:25])([CH3:23])[CH3:22])[O:17][CH3:18])C1C=CC=CC=1. Product: [Si:21]([O:20][CH2:19][CH:16]([CH2:15][OH:14])[O:17][CH3:18])([C:24]([CH3:27])([CH3:26])[CH3:25])([CH3:23])[CH3:22]. The catalyst class is: 43.